Dataset: Full USPTO retrosynthesis dataset with 1.9M reactions from patents (1976-2016). Task: Predict the reactants needed to synthesize the given product. (1) Given the product [Cl:22][C:23]1[N:31]=[C:30]([Cl:32])[C:29]([F:33])=[CH:28][C:24]=1[C:25]([NH:13][C:14]1[CH:21]=[CH:20][C:17]([CH2:18][NH:19][C:10]2[C:9]3[C:4](=[CH:5][CH:6]=[CH:7][CH:8]=3)[N:3]=[C:2]([NH:35][CH3:34])[N:11]=2)=[CH:16][CH:15]=1)=[O:26], predict the reactants needed to synthesize it. The reactants are: Cl[C:2]1[N:11]=[C:10](Cl)[C:9]2[C:4](=[CH:5][CH:6]=[CH:7][CH:8]=2)[N:3]=1.[NH2:13][C:14]1[CH:21]=[CH:20][C:17]([CH2:18][NH2:19])=[CH:16][CH:15]=1.[Cl:22][C:23]1[N:31]=[C:30]([Cl:32])[C:29]([F:33])=[CH:28][C:24]=1[C:25](Cl)=[O:26].[CH3:34][NH2:35]. (2) Given the product [CH3:58][C:59]([CH3:69])([CH3:68])[CH2:60][CH2:61][N:62]1[CH2:63][CH2:64][N:65]([C:53](=[O:55])[CH2:52][CH2:51][CH2:50][CH2:49][C:27]2[CH:28]=[CH:29][C:30]([C:32]([N:34]3[CH2:43][C:42]4[CH:41]=[N:40][N:39]([CH3:44])[C:38]=4[NH:37][C:36]4[CH:45]=[CH:46][CH:47]=[CH:48][C:35]3=4)=[O:33])=[CH:31][C:26]=2[CH3:25])[CH2:66][CH2:67]1, predict the reactants needed to synthesize it. The reactants are: CN(C(ON1N=NC2C=CC=CC1=2)=[N+](C)C)C.F[P-](F)(F)(F)(F)F.[CH3:25][C:26]1[CH:31]=[C:30]([C:32]([N:34]2[CH2:43][C:42]3[CH:41]=[N:40][N:39]([CH3:44])[C:38]=3[NH:37][C:36]3[CH:45]=[CH:46][CH:47]=[CH:48][C:35]2=3)=[O:33])[CH:29]=[CH:28][C:27]=1[CH2:49][CH2:50][CH2:51][CH2:52][C:53]([OH:55])=O.Cl.Cl.[CH3:58][C:59]([CH3:69])([CH3:68])[CH2:60][CH2:61][N:62]1[CH2:67][CH2:66][NH:65][CH2:64][CH2:63]1.CCN(C(C)C)C(C)C.